Dataset: Reaction yield outcomes from USPTO patents with 853,638 reactions. Task: Predict the reaction yield, written as a fraction of the theoretical maximum amount of product (1.0 means a 100% yield; for example, 0.34 means a 34% yield). The reactants are [CH3:1][C:2]1[C:10]2[C:9]([CH2:11][N:12]3[C:16]4[CH:17]=[CH:18][CH:19]=[CH:20][C:15]=4[NH:14][C:13]3=[O:21])=[CH:8][S:7][C:6]=2[CH:5]=[CH:4][CH:3]=1.[CH2:22]([O:24][C:25](=[O:31])/[CH:26]=[CH:27]/[CH2:28][CH2:29][CH3:30])[CH3:23].[OH-].C([N+](C)(C)C)C1C=CC=CC=1.CO.[NH4+].[Cl-]. The catalyst is CN(C=O)C.O. The product is [CH2:22]([O:24][C:25](=[O:31])[CH2:26][CH:27]([N:14]1[C:15]2[CH:20]=[CH:19][CH:18]=[CH:17][C:16]=2[N:12]([CH2:11][C:9]2[C:10]3[C:2]([CH3:1])=[CH:3][CH:4]=[CH:5][C:6]=3[S:7][CH:8]=2)[C:13]1=[O:21])[CH2:28][CH2:29][CH3:30])[CH3:23]. The yield is 0.950.